This data is from Catalyst prediction with 721,799 reactions and 888 catalyst types from USPTO. The task is: Predict which catalyst facilitates the given reaction. (1) Reactant: O[CH2:2][C:3]1[CH:4]=[C:5]([CH2:9][C@H:10]([NH:23][C:24](=[O:30])[O:25][C:26]([CH3:29])([CH3:28])[CH3:27])[C:11]([N:13]([C:15]2[CH:20]=[CH:19][C:18]([O:21][CH3:22])=[CH:17][CH:16]=2)[CH3:14])=[O:12])[CH:6]=[CH:7][CH:8]=1.C1(P(C2C=CC=CC=2)C2C=CC=CC=2)C=CC=CC=1.[Cl:50]N1C(=O)CCC1=O. Product: [Cl:50][CH2:2][C:3]1[CH:4]=[C:5]([CH2:9][C@H:10]([NH:23][C:24](=[O:30])[O:25][C:26]([CH3:29])([CH3:28])[CH3:27])[C:11]([N:13]([C:15]2[CH:20]=[CH:19][C:18]([O:21][CH3:22])=[CH:17][CH:16]=2)[CH3:14])=[O:12])[CH:6]=[CH:7][CH:8]=1. The catalyst class is: 2. (2) Reactant: [CH3:1][C:2]1[CH:7]=[C:6]([CH3:8])[N:5]=[C:4]([NH2:9])[CH:3]=1.[I:10](O)(=O)(=O)=O.II.OO.OS(O)(=O)=O.[O-]S([O-])(=S)=O.[Na+].[Na+]. Product: [I:10][C:7]1[C:2]([CH3:1])=[CH:3][C:4]([NH2:9])=[N:5][C:6]=1[CH3:8]. The catalyst class is: 15. (3) Reactant: [Cl:1][C:2]1[CH:3]=[C:4]([C:12]2[S:16][C:15]([C:17]3[C:18]([CH2:25][CH3:26])=[C:19]([CH:22]=[CH:23][CH:24]=3)[CH:20]=O)=[N:14][N:13]=2)[CH:5]=[CH:6][C:7]=1[O:8][CH:9]([CH3:11])[CH3:10].[NH:27]1[CH2:32][CH2:31][CH:30]([C:33]([O:35][CH2:36][CH3:37])=[O:34])[CH2:29][CH2:28]1.C([O-])(=O)C.[Na+].CC(O)=O. Product: [Cl:1][C:2]1[CH:3]=[C:4]([C:12]2[S:16][C:15]([C:17]3[C:18]([CH2:25][CH3:26])=[C:19]([CH2:20][N:27]4[CH2:32][CH2:31][CH:30]([C:33]([O:35][CH2:36][CH3:37])=[O:34])[CH2:29][CH2:28]4)[CH:22]=[CH:23][CH:24]=3)=[N:14][N:13]=2)[CH:5]=[CH:6][C:7]=1[O:8][CH:9]([CH3:11])[CH3:10]. The catalyst class is: 5. (4) Reactant: [NH2:1][C@@H:2]1[CH2:7][CH2:6][CH2:5][N:4]([C:8]([C:10]2[CH:33]=[C:32]([O:34][CH3:35])[C:13]3[N:14]([CH3:31])[C:15]([C:17]4[N:25]([CH2:26][C:27]([F:30])([F:29])[F:28])[C:20]5=[N:21][CH:22]=[CH:23][CH:24]=[C:19]5[CH:18]=4)=[N:16][C:12]=3[CH:11]=2)=[O:9])[CH2:3]1.[ClH:36]. Product: [ClH:36].[NH2:1][C@@H:2]1[CH2:7][CH2:6][CH2:5][N:4]([C:8]([C:10]2[CH:33]=[C:32]([O:34][CH3:35])[C:13]3[N:14]([CH3:31])[C:15]([C:17]4[N:25]([CH2:26][C:27]([F:30])([F:29])[F:28])[C:20]5=[N:21][CH:22]=[CH:23][CH:24]=[C:19]5[CH:18]=4)=[N:16][C:12]=3[CH:11]=2)=[O:9])[CH2:3]1. The catalyst class is: 2. (5) Reactant: [CH3:1][N:2]([CH3:11])[C:3]1[CH:10]=[CH:9][C:6]([CH:7]=[O:8])=[CH:5][CH:4]=1.O[C:13]1[CH:18]=[CH:17][CH:16]=[CH:15][C:14]=1[C:19](=[O:21])[CH3:20].Cl.C([OH:25])C. Product: [CH3:1][N:2]([CH3:11])[C:3]1[CH:10]=[CH:9][C:6]([C:7]2[O:8][C:15]3[C:14]([C:19](=[O:21])[C:20]=2[OH:25])=[CH:13][CH:18]=[CH:17][CH:16]=3)=[CH:5][CH:4]=1. The catalyst class is: 74.